Dataset: Forward reaction prediction with 1.9M reactions from USPTO patents (1976-2016). Task: Predict the product of the given reaction. (1) Given the reactants [C:1]([C:5]1[CH:38]=[CH:37][C:8]([C:9]([NH:11][C:12]2[C:13]([CH3:36])=[C:14]([C:18]3[CH:19]=[C:20]([NH:26][C:27]4[CH:35]=[CH:34][C:30]([C:31](O)=[O:32])=[CH:29][CH:28]=4)[C:21](=[O:25])[N:22]([CH3:24])[CH:23]=3)[CH:15]=[CH:16][CH:17]=2)=[O:10])=[CH:7][CH:6]=1)([CH3:4])([CH3:3])[CH3:2].F[P-](F)(F)(F)(F)F.N1(O[P+](N(C)C)(N(C)C)N(C)C)C2C=CC=CC=2N=N1.CN(C)C=O.[OH:71][CH:72]1[CH2:77][CH2:76][NH:75][CH2:74][CH2:73]1, predict the reaction product. The product is: [C:1]([C:5]1[CH:38]=[CH:37][C:8]([C:9]([NH:11][C:12]2[CH:17]=[CH:16][CH:15]=[C:14]([C:18]3[CH:19]=[C:20]([NH:26][C:27]4[CH:28]=[CH:29][C:30]([C:31]([N:75]5[CH2:76][CH2:77][CH:72]([OH:71])[CH2:73][CH2:74]5)=[O:32])=[CH:34][CH:35]=4)[C:21](=[O:25])[N:22]([CH3:24])[CH:23]=3)[C:13]=2[CH3:36])=[O:10])=[CH:7][CH:6]=1)([CH3:4])([CH3:2])[CH3:3]. (2) Given the reactants FC1C=CC(C(Cl)=O)=CC=1.[Cl:11][C:12]1[CH:17]=[CH:16][C:15]([N:18]([C@H:22]2[C:31]3[C:26](=[CH:27][CH:28]=[CH:29][CH:30]=3)[N:25]([C:32](=[O:41])[C:33]3[CH:38]=[CH:37][C:36]([O:39][CH3:40])=[CH:35][CH:34]=3)[C@@H:24]([CH3:42])[CH2:23]2)[C:19](=[O:21])[CH3:20])=[CH:14][CH:13]=1.B(Br)(Br)Br, predict the reaction product. The product is: [Cl:11][C:12]1[CH:17]=[CH:16][C:15]([N:18]([C@H:22]2[C:31]3[C:26](=[CH:27][CH:28]=[CH:29][CH:30]=3)[N:25]([C:32](=[O:41])[C:33]3[CH:34]=[CH:35][C:36]([O:39][CH3:40])=[CH:37][CH:38]=3)[C@@H:24]([CH3:42])[CH2:23]2)[C:19](=[O:21])[CH3:20])=[CH:14][CH:13]=1.[Cl:11][C:12]1[CH:13]=[CH:14][C:15]([N:18]([C@H:22]2[C:31]3[C:26](=[CH:27][CH:28]=[CH:29][CH:30]=3)[N:25]([C:32](=[O:41])[C:33]3[CH:34]=[CH:35][C:36]([OH:39])=[CH:37][CH:38]=3)[C@@H:24]([CH3:42])[CH2:23]2)[C:19](=[O:21])[CH3:20])=[CH:16][CH:17]=1. (3) Given the reactants [NH:1]1[C:9]2[C:4](=[CH:5][C:6]([NH:10][C:11]3[N:20]=[CH:19][C:18]([CH:21]4[CH2:23][CH2:22]4)=[CH:17][C:12]=3[C:13]([O:15]C)=[O:14])=[CH:7][CH:8]=2)[CH:3]=[CH:2]1.CC(C)([O-])C.[K+].Br[CH2:31][C:32]1[CH:33]=[C:34]([CH:43]=[CH:44][CH:45]=1)[O:35][Si](C(C)(C)C)(C)C.[OH-].[Na+].Cl, predict the reaction product. The product is: [CH:21]1([C:18]2[CH:19]=[N:20][C:11]([NH:10][C:6]3[CH:5]=[C:4]4[C:9](=[CH:8][CH:7]=3)[N:1]([CH2:31][C:32]3[CH:45]=[CH:44][CH:43]=[C:34]([OH:35])[CH:33]=3)[CH:2]=[CH:3]4)=[C:12]([CH:17]=2)[C:13]([OH:15])=[O:14])[CH2:23][CH2:22]1.